Dataset: Forward reaction prediction with 1.9M reactions from USPTO patents (1976-2016). Task: Predict the product of the given reaction. (1) Given the reactants FC(F)(F)C(O)=O.C(OC([N:15]1[CH2:20][CH2:19][O:18][C@@H:17]([C:21]2[CH:26]=[CH:25][C:24]([N:27]([C:29]3[CH:34]=[CH:33][C:32]([Cl:35])=[CH:31][CH:30]=3)[CH3:28])=[CH:23][CH:22]=2)[CH2:16]1)=O)(C)(C)C.[OH-].[Na+], predict the reaction product. The product is: [Cl:35][C:32]1[CH:31]=[CH:30][C:29]([N:27]([CH3:28])[C:24]2[CH:23]=[CH:22][C:21]([C@@H:17]3[O:18][CH2:19][CH2:20][NH:15][CH2:16]3)=[CH:26][CH:25]=2)=[CH:34][CH:33]=1. (2) Given the reactants [F:1][C:2]1[CH:7]=[C:6]([CH2:8][S:9]([CH3:12])(=[O:11])=[O:10])[CH:5]=[CH:4][C:3]=1[C:13]1[CH:14]=[C:15]2[CH2:21][CH:20]([CH:22]3[CH2:27][CH2:26][N:25]([C:28]#[N:29])[CH2:24][CH2:23]3)[O:19][C:16]2=[CH:17][N:18]=1.Cl.[NH2:31][OH:32], predict the reaction product. The product is: [F:1][C:2]1[CH:7]=[C:6]([CH2:8][S:9]([CH3:12])(=[O:11])=[O:10])[CH:5]=[CH:4][C:3]=1[C:13]1[CH:14]=[C:15]2[CH2:21][CH:20]([CH:22]3[CH2:27][CH2:26][N:25]([C:28]([NH:31][OH:32])=[NH:29])[CH2:24][CH2:23]3)[O:19][C:16]2=[CH:17][N:18]=1. (3) The product is: [Cl:1][C:2]1[C:10]([O:11][CH3:12])=[C:9]([O:13][CH3:14])[CH:8]=[C:7]([N+:15]([O-:17])=[O:16])[C:3]=1[C:4]([NH2:22])=[O:5]. Given the reactants [Cl:1][C:2]1[C:10]([O:11][CH3:12])=[C:9]([O:13][CH3:14])[CH:8]=[C:7]([N+:15]([O-:17])=[O:16])[C:3]=1[C:4](O)=[O:5].S(Cl)(Cl)=O.[NH3:22].C1COCC1, predict the reaction product. (4) Given the reactants [CH:1]1([C:10]([OH:12])=O)[C:9]2[C:4](=[CH:5][CH:6]=[CH:7][CH:8]=2)[CH2:3][CH2:2]1.[CH3:13][N:14]([CH3:31])[C:15]1[CH:20]=[CH:19][C:18]([CH2:21][NH:22][C:23]2[CH:28]=[CH:27][C:26]([CH2:29][CH3:30])=[CH:25][CH:24]=2)=[CH:17][CH:16]=1, predict the reaction product. The product is: [CH3:13][N:14]([CH3:31])[C:15]1[CH:16]=[CH:17][C:18]([CH2:21][N:22]([C:23]2[CH:28]=[CH:27][C:26]([CH2:29][CH3:30])=[CH:25][CH:24]=2)[C:10]([CH:1]2[C:9]3[C:4](=[CH:5][CH:6]=[CH:7][CH:8]=3)[CH2:3][CH2:2]2)=[O:12])=[CH:19][CH:20]=1. (5) Given the reactants [F:1][C:2]1[CH:7]=[C:6]([F:8])[CH:5]=[CH:4][C:3]=1[C@@H:9]1[CH2:13][NH:12][CH2:11][CH:10]1[C:14]#[N:15].[C:16](O[C:16]([O:18][C:19]([CH3:22])([CH3:21])[CH3:20])=[O:17])([O:18][C:19]([CH3:22])([CH3:21])[CH3:20])=[O:17], predict the reaction product. The product is: [C:16]([N:12]1[CH2:13][C@@H:9]([C:3]2[CH:4]=[CH:5][C:6]([F:8])=[CH:7][C:2]=2[F:1])[CH:10]([C:14]#[N:15])[CH2:11]1)([O:18][C:19]([CH3:22])([CH3:21])[CH3:20])=[O:17].